From a dataset of Full USPTO retrosynthesis dataset with 1.9M reactions from patents (1976-2016). Predict the reactants needed to synthesize the given product. Given the product [F:1][C:2]1[CH:9]=[C:8]([N:10]2[CH2:15][CH2:14][O:13][CH2:12][CH2:11]2)[CH:7]=[C:6]([F:16])[C:3]=1[CH:4]=[C:17]([Br:19])[Br:18], predict the reactants needed to synthesize it. The reactants are: [F:1][C:2]1[CH:9]=[C:8]([N:10]2[CH2:15][CH2:14][O:13][CH2:12][CH2:11]2)[CH:7]=[C:6]([F:16])[C:3]=1[CH:4]=O.[C:17](Br)(Br)([Br:19])[Br:18].C1(P(C2C=CC=CC=2)C2C=CC=CC=2)C=CC=CC=1.